From a dataset of Peptide-MHC class II binding affinity with 134,281 pairs from IEDB. Regression. Given a peptide amino acid sequence and an MHC pseudo amino acid sequence, predict their binding affinity value. This is MHC class II binding data. (1) The peptide sequence is YAKMRSAHTNDVKQL. The MHC is HLA-DPA10201-DPB10501 with pseudo-sequence HLA-DPA10201-DPB10501. The binding affinity (normalized) is 0.289. (2) The peptide sequence is SEPGKYTAYEGQRVVF. The MHC is HLA-DPA10301-DPB10402 with pseudo-sequence HLA-DPA10301-DPB10402. The binding affinity (normalized) is 0.234. (3) The peptide sequence is FFHMNIYECKGVTVK. The MHC is DRB1_1501 with pseudo-sequence DRB1_1501. The binding affinity (normalized) is 0.528. (4) The peptide sequence is KLMNSPEFHLVFGNC. The MHC is HLA-DPA10103-DPB10401 with pseudo-sequence HLA-DPA10103-DPB10401. The binding affinity (normalized) is 0.423. (5) The peptide sequence is EDVKNAIGVLIGGLE. The MHC is DRB1_0701 with pseudo-sequence DRB1_0701. The binding affinity (normalized) is 0.673.